From a dataset of CYP2C19 inhibition data for predicting drug metabolism from PubChem BioAssay. Regression/Classification. Given a drug SMILES string, predict its absorption, distribution, metabolism, or excretion properties. Task type varies by dataset: regression for continuous measurements (e.g., permeability, clearance, half-life) or binary classification for categorical outcomes (e.g., BBB penetration, CYP inhibition). Dataset: cyp2c19_veith. (1) The molecule is Cc1nc2cnc(N(C)C)nc2n(Cc2cccs2)c1=O. The result is 0 (non-inhibitor). (2) The compound is COc1ccc(Cl)cc1NC(=O)C12CCC(C)(C(=O)O1)C2(C)C. The result is 1 (inhibitor). (3) The molecule is O=C(Nc1ccc(Cl)c(C(F)(F)F)c1)C1CCCN(S(=O)(=O)c2cnc[nH]2)C1. The result is 1 (inhibitor). (4) The molecule is CCCNC(=O)c1c(C)cc(=O)oc1C. The result is 0 (non-inhibitor). (5) The molecule is Cc1cc(C2(c3cc(C)c(O)c(C(=O)O)c3)OS(=O)(=O)c3ccccc32)cc(C(=O)O)c1O. The result is 0 (non-inhibitor). (6) The molecule is COc1cccc(Cn2c(=O)c(-c3ccc(F)c(F)c3)nc3cncnc32)c1. The result is 1 (inhibitor). (7) The drug is Cc1cccc2cc3ccc4ccccc4c3cc12. The result is 0 (non-inhibitor).